Dataset: Reaction yield outcomes from USPTO patents with 853,638 reactions. Task: Predict the reaction yield, written as a fraction of the theoretical maximum amount of product (1.0 means a 100% yield; for example, 0.34 means a 34% yield). (1) The reactants are [CH3:1][C:2]([C@H:4]1[C@@H:8]2[C@@H:9]3[C@@:22]([CH3:25])([CH2:23][CH2:24][C@@:7]2(C(O)=O)[CH2:6][CH2:5]1)[C@@:21]1([CH3:26])[C@@H:12]([C@:13]2([CH3:30])[C@@H:18]([CH2:19][CH2:20]1)[C:17]([CH3:28])([CH3:27])[C@@H:16]([OH:29])[CH2:15][CH2:14]2)[CH2:11][CH2:10]3)=[CH2:3].C([N:36]([CH2:39]C)CC)C.P(N=[N+]=[N-])(=O)(OC1C=CC=CC=1)[O:42]C1C=CC=CC=1. The catalyst is O1CCOCC1. The product is [N:36]([C@:7]12[CH2:6][CH2:5][C@@H:4]([C:2]([CH3:1])=[CH2:3])[C@@H:8]1[C@@H:9]1[C@@:22]([CH3:25])([CH2:23][CH2:24]2)[C@@:21]2([CH3:26])[C@@H:12]([C@:13]3([CH3:30])[C@@H:18]([CH2:19][CH2:20]2)[C:17]([CH3:28])([CH3:27])[C@@H:16]([OH:29])[CH2:15][CH2:14]3)[CH2:11][CH2:10]1)=[C:39]=[O:42]. The yield is 0.780. (2) The reactants are [CH:1]([CH:3]1[CH2:8][CH2:7][N:6]([C:9]2[CH:14]=[CH:13][C:12]([NH:15][C:16](=[O:22])[O:17][C:18]([CH3:21])([CH3:20])[CH3:19])=[CH:11][CH:10]=2)[CH2:5][CH2:4]1)=O.[CH3:23][N:24]([CH3:28])[CH2:25][CH2:26][NH2:27].C([BH3-])#N.[Na+]. The yield is 1.00. The product is [CH3:23][N:24]([CH3:28])[CH2:25][CH2:26][NH:27][CH2:1][CH:3]1[CH2:8][CH2:7][N:6]([C:9]2[CH:14]=[CH:13][C:12]([NH:15][C:16](=[O:22])[O:17][C:18]([CH3:21])([CH3:20])[CH3:19])=[CH:11][CH:10]=2)[CH2:5][CH2:4]1. The catalyst is CO.O.[Cl-].[Zn+2].[Cl-]. (3) The reactants are Cl.[CH3:2][C:3]1[O:4][C:5]2[C:14]3[CH:13]([CH2:15][CH2:16][NH2:17])[CH2:12][CH2:11][C:10]=3[CH:9]=[CH:8][C:6]=2[N:7]=1.C(N(CC)CC)C.[C:25](Cl)(=[O:32])[C:26]1[CH:31]=[CH:30][CH:29]=[CH:28][CH:27]=1.C(=O)([O-])O.[Na+]. The catalyst is O1CCCC1. The product is [CH3:2][C:3]1[O:4][C:5]2[C:14]3[CH:13]([CH2:15][CH2:16][NH:17][C:25](=[O:32])[C:26]4[CH:31]=[CH:30][CH:29]=[CH:28][CH:27]=4)[CH2:12][CH2:11][C:10]=3[CH:9]=[CH:8][C:6]=2[N:7]=1. The yield is 0.440. (4) The reactants are CN1[C:11](=[O:12])[C:10]2[C:5](=[N:6][CH:7]=[C:8]([N:13]3[CH2:18][CH2:17][N:16]([C:19]([O:21][C:22]([CH3:25])([CH3:24])[CH3:23])=[O:20])[CH2:15][CH2:14]3)[N:9]=2)[N:4]=C1.C[OH:27]. The catalyst is [OH-].[Na+]. The product is [NH2:4][C:5]1[C:10]([C:11]([OH:27])=[O:12])=[N:9][C:8]([N:13]2[CH2:18][CH2:17][N:16]([C:19]([O:21][C:22]([CH3:23])([CH3:25])[CH3:24])=[O:20])[CH2:15][CH2:14]2)=[CH:7][N:6]=1. The yield is 0.340.